From a dataset of Forward reaction prediction with 1.9M reactions from USPTO patents (1976-2016). Predict the product of the given reaction. (1) Given the reactants [Cl:1][C:2]1[CH:3]=[N:4][N:5]([CH3:26])[C:6]=1[C:7]1[CH:8]=[C:9]([NH:14][C:15](=[O:25])[C:16]2[CH:21]=[CH:20][C:19]([O:22][CH3:23])=[CH:18][C:17]=2[F:24])[CH:10]=[CH:11][C:12]=1[OH:13].C1(P(C2C=CC=CC=2)C2C=CC=CC=2)C=CC=CC=1.ClC1C=NN(C)C=1C1C=C(NC(=O)C2C=CC(OC)=CC=2F)C=CC=1O.C1COCC1.CC(OC(/N=N/C(OC(C)C)=O)=O)C.[F:91][C:92]([F:106])([F:105])[CH2:93][CH:94]([NH:97]C(=O)OC(C)(C)C)[CH2:95]O.[C:107]([OH:113])([C:109]([F:112])([F:111])[F:110])=[O:108], predict the reaction product. The product is: [F:110][C:109]([F:112])([F:111])[C:107]([OH:113])=[O:108].[NH2:97][CH:94]([CH2:93][C:92]([F:106])([F:105])[F:91])[CH2:95][O:13][C:12]1[CH:11]=[CH:10][C:9]([NH:14][C:15](=[O:25])[C:16]2[CH:21]=[CH:20][C:19]([O:22][CH3:23])=[CH:18][C:17]=2[F:24])=[CH:8][C:7]=1[C:6]1[N:5]([CH3:26])[N:4]=[CH:3][C:2]=1[Cl:1]. (2) Given the reactants [CH2:1]([O:8][C:9]1[CH:14]=[CH:13][C:12]([C:15]2[N:38](COCC[Si](C)(C)C)[C:18]3[N:19]=[CH:20][N:21]=[C:22]([O:23][C:24]4[CH:29]=[CH:28][C:27]([NH:30][C:31]([NH:33][CH:34]5[CH2:36][CH2:35]5)=[O:32])=[C:26]([Cl:37])[CH:25]=4)[C:17]=3[CH:16]=2)=[CH:11][CH:10]=1)[C:2]1[CH:7]=[CH:6][CH:5]=[CH:4][CH:3]=1.O, predict the reaction product. The product is: [CH2:1]([O:8][C:9]1[CH:14]=[CH:13][C:12]([C:15]2[NH:38][C:18]3[N:19]=[CH:20][N:21]=[C:22]([O:23][C:24]4[CH:29]=[CH:28][C:27]([NH:30][C:31]([NH:33][CH:34]5[CH2:36][CH2:35]5)=[O:32])=[C:26]([Cl:37])[CH:25]=4)[C:17]=3[CH:16]=2)=[CH:11][CH:10]=1)[C:2]1[CH:3]=[CH:4][CH:5]=[CH:6][CH:7]=1. (3) Given the reactants [Cl:1][C:2]1[C:7](=[O:8])[N:6]([CH3:9])[CH:5]=[C:4]([NH:10][CH:11]([C:27]2[CH:32]=[CH:31][C:30]([Cl:33])=[CH:29][CH:28]=2)[C:12]2[C:13]([C:23]([F:26])([F:25])[F:24])=[N:14][N:15]([CH:20]3[CH2:22][CH2:21]3)[C:16]=2[C:17]([OH:19])=O)[CH:3]=1, predict the reaction product. The product is: [Cl:1][C:2]1[C:7](=[O:8])[N:6]([CH3:9])[CH:5]=[C:4]([N:10]2[CH:11]([C:27]3[CH:28]=[CH:29][C:30]([Cl:33])=[CH:31][CH:32]=3)[C:12]3[C:13]([C:23]([F:25])([F:26])[F:24])=[N:14][N:15]([CH:20]4[CH2:21][CH2:22]4)[C:16]=3[C:17]2=[O:19])[CH:3]=1. (4) Given the reactants C(OC(=O)[NH:7][C:8]1[CH:13]=[CH:12][C:11]([C:14]2[CH:15]=[N:16][C:17]([O:20][CH2:21][C:22]3[CH:27]=[CH:26][CH:25]=[CH:24][CH:23]=3)=[CH:18][CH:19]=2)=[CH:10][C:9]=1[NH:28][C:29](=[O:39])[CH2:30][C:31]([C:33]1[S:34][CH:35]=[CH:36][C:37]=1[Cl:38])=O)(C)(C)C.C(O)(C(F)(F)F)=O, predict the reaction product. The product is: [CH2:21]([O:20][C:17]1[N:16]=[CH:15][C:14]([C:11]2[CH:12]=[CH:13][C:8]3[N:7]=[C:31]([C:33]4[S:34][CH:35]=[CH:36][C:37]=4[Cl:38])[CH2:30][C:29](=[O:39])[NH:28][C:9]=3[CH:10]=2)=[CH:19][CH:18]=1)[C:22]1[CH:23]=[CH:24][CH:25]=[CH:26][CH:27]=1. (5) Given the reactants [O:1]1[CH2:6][CH2:5][N:4]([C:7]2[CH:12]=[CH:11][CH:10]=[CH:9][C:8]=2[NH:13][C:14]2[N:23]=[CH:22][C:21]3[C:16](=[CH:17][CH:18]=[C:19]([O:24][C:25]4[CH:30]=[CH:29][N:28]=[C:27]([C:31]([NH:33][CH3:34])=[O:32])[CH:26]=4)[CH:20]=3)[N:15]=2)[CH2:3][CH2:2]1.[C:35](=O)([O-])[O-].[Cs+].[Cs+].CI.O, predict the reaction product. The product is: [O:1]1[CH2:2][CH2:3][N:4]([C:7]2[CH:12]=[CH:11][CH:10]=[CH:9][C:8]=2[NH:13][C:14]2[N:23]=[CH:22][C:21]3[C:16](=[CH:17][CH:18]=[C:19]([O:24][C:25]4[CH:30]=[CH:29][N:28]=[C:27]([C:31]([N:33]([CH3:35])[CH3:34])=[O:32])[CH:26]=4)[CH:20]=3)[N:15]=2)[CH2:5][CH2:6]1. (6) The product is: [Cl:1][C:2]1[CH:3]=[C:4]([C:24]2[C:25]3[CH2:32][CH2:31][CH:30]([NH:33][C:34](=[O:37])[CH2:35][CH3:36])[C:26]=3[CH:27]=[N:28][CH:29]=2)[CH:5]=[C:6]2[C:11]=1[N:10]([CH3:12])[C:9](=[O:13])[CH2:8][CH2:7]2. Given the reactants [Cl:1][C:2]1[CH:3]=[C:4](B2OC(C)(C)C(C)(C)O2)[CH:5]=[C:6]2[C:11]=1[N:10]([CH3:12])[C:9](=[O:13])[CH2:8][CH2:7]2.Br[C:24]1[C:25]2[CH2:32][CH2:31][CH:30]([NH:33][C:34](=[O:37])[CH2:35][CH3:36])[C:26]=2[CH:27]=[N:28][CH:29]=1, predict the reaction product.